This data is from NCI-60 drug combinations with 297,098 pairs across 59 cell lines. The task is: Regression. Given two drug SMILES strings and cell line genomic features, predict the synergy score measuring deviation from expected non-interaction effect. (1) Drug 1: CC(C)NC(=O)C1=CC=C(C=C1)CNNC.Cl. Drug 2: COC1=C2C(=CC3=C1OC=C3)C=CC(=O)O2. Cell line: MOLT-4. Synergy scores: CSS=-0.110, Synergy_ZIP=1.49, Synergy_Bliss=4.41, Synergy_Loewe=-0.212, Synergy_HSA=0.416. (2) Drug 1: CC1=C(C=C(C=C1)NC2=NC=CC(=N2)N(C)C3=CC4=NN(C(=C4C=C3)C)C)S(=O)(=O)N.Cl. Drug 2: CS(=O)(=O)C1=CC(=C(C=C1)C(=O)NC2=CC(=C(C=C2)Cl)C3=CC=CC=N3)Cl. Cell line: SF-268. Synergy scores: CSS=2.56, Synergy_ZIP=2.15, Synergy_Bliss=4.43, Synergy_Loewe=-0.604, Synergy_HSA=-0.204. (3) Drug 2: CC1=CC=C(C=C1)C2=CC(=NN2C3=CC=C(C=C3)S(=O)(=O)N)C(F)(F)F. Cell line: HOP-62. Synergy scores: CSS=19.9, Synergy_ZIP=-3.69, Synergy_Bliss=1.12, Synergy_Loewe=-2.84, Synergy_HSA=-2.66. Drug 1: C1=CC(=CC=C1CC(C(=O)O)N)N(CCCl)CCCl.Cl.